Dataset: Full USPTO retrosynthesis dataset with 1.9M reactions from patents (1976-2016). Task: Predict the reactants needed to synthesize the given product. Given the product [Cl:9][C:10]1[N:15]=[C:14]([Cl:16])[CH:13]=[C:12]([CH2:17][CH2:21][CH:20]=[C:19]([CH3:23])[CH3:18])[N:11]=1, predict the reactants needed to synthesize it. The reactants are: [Li+].CC([N-]C(C)C)C.[Cl:9][C:10]1[N:15]=[C:14]([Cl:16])[CH:13]=[C:12]([CH3:17])[N:11]=1.[CH3:18][C:19]([CH3:23])=[CH:20][CH2:21]Br.O.